This data is from Forward reaction prediction with 1.9M reactions from USPTO patents (1976-2016). The task is: Predict the product of the given reaction. (1) Given the reactants [C:1]1([CH:7]([C:9]2[CH:10]=[C:11]([CH2:14][OH:15])[S:12][CH:13]=2)[CH3:8])[CH:6]=[CH:5][CH:4]=[CH:3][CH:2]=1.CC(OI1(OC(C)=O)(OC(C)=O)OC(=O)C2C=CC=CC1=2)=O, predict the reaction product. The product is: [C:1]1([CH:7]([C:9]2[CH:10]=[C:11]([CH:14]=[O:15])[S:12][CH:13]=2)[CH3:8])[CH:6]=[CH:5][CH:4]=[CH:3][CH:2]=1. (2) The product is: [F:1][C:2]1[CH:7]=[CH:6][CH:5]=[C:4]([F:8])[C:3]=1[N:9]1[C:14]2[N:15]=[C:16]([N:41]([CH2:40][CH2:39][CH2:38][N:37]([CH3:43])[CH3:36])[CH3:42])[N:17]=[C:18]([C:19]3[CH:20]=[C:21]([CH:25]=[CH:26][C:27]=3[CH3:28])[C:22]([NH:35][CH:33]([CH3:34])[CH3:32])=[O:24])[C:13]=2[CH:12]=[CH:11][C:10]1=[O:31]. Given the reactants [F:1][C:2]1[CH:7]=[CH:6][CH:5]=[C:4]([F:8])[C:3]=1[N:9]1[C:14]2[N:15]=[C:16](SC)[N:17]=[C:18]([C:19]3[CH:20]=[C:21]([CH:25]=[CH:26][C:27]=3[CH3:28])[C:22]([OH:24])=O)[C:13]=2[CH:12]=[CH:11][C:10]1=[O:31].[CH3:32][CH:33]([NH2:35])[CH3:34].[CH3:36][N:37]([CH3:43])[CH2:38][CH2:39][CH2:40][NH:41][CH3:42], predict the reaction product. (3) Given the reactants C[O:2][C:3](=[O:36])[C:4]1[CH:9]=[CH:8][C:7]([CH2:10][N:11]2[CH2:18][CH:17]3[CH:13]([CH2:14][N:15]([CH2:19][C:20]4[CH:25]=[CH:24][C:23]([O:26][C:27]5[S:28][C:29]6[CH:35]=[CH:34][CH:33]=[CH:32][C:30]=6[N:31]=5)=[CH:22][CH:21]=4)[CH2:16]3)[CH2:12]2)=[CH:6][CH:5]=1.O.[OH-].[K+].Cl, predict the reaction product. The product is: [S:28]1[C:29]2[CH:35]=[CH:34][CH:33]=[CH:32][C:30]=2[N:31]=[C:27]1[O:26][C:23]1[CH:22]=[CH:21][C:20]([CH2:19][N:15]2[CH2:14][CH:13]3[CH2:12][N:11]([CH2:10][C:7]4[CH:6]=[CH:5][C:4]([C:3]([OH:36])=[O:2])=[CH:9][CH:8]=4)[CH2:18][CH:17]3[CH2:16]2)=[CH:25][CH:24]=1.